Dataset: Full USPTO retrosynthesis dataset with 1.9M reactions from patents (1976-2016). Task: Predict the reactants needed to synthesize the given product. (1) Given the product [C:1]([OH:9])(=[O:8])[CH:2]=[CH2:3].[C:1]([OH:9])(=[O:8])[CH:2]=[CH2:3].[C:1]([OH:9])(=[O:8])[CH:2]=[CH2:3].[CH2:19]([C:12]([CH2:11][OH:18])([CH2:13][OH:38])[CH2:17][CH3:16])[OH:20], predict the reactants needed to synthesize it. The reactants are: [C:1]([O:9]O[C:11](=[O:18])[C:12]1[CH:17]=[CH:16]C=C[CH:13]=1)(=[O:8])[C:2]1C=CC=C[CH:3]=1.[C:19](OOC(OC(C)C)=O)(OC(C)C)=[O:20].C(OOC(C)(C)C)(=[O:38])C(C)(C)C.O(C(C)(C)C(OC(C)(C)C)=O)OC(C)(C)C([O-])=O.C(OOC(=O)CCCCCCCCCCC)(=O)CCCCCCCCCCC.N(C(C)(C)C(OC)=O)=NC(C)(C)C(OC)=O.C(OOC(C)(C)C)(C)(C)C.N(C(C)(C)C#N)=NC(C)(C)C#N.N(C1(C#N)CCCCC1)=NC1(C#N)CCCCC1. (2) The reactants are: C(N(CC)CC)C.Cl.[Br:9][C:10]1[CH:11]=[C:12]([CH:15]=[CH:16][CH:17]=1)[CH2:13][NH2:14].[C:18](Cl)(=[O:20])[CH3:19].C(OCC)(=O)C. Given the product [Br:9][C:10]1[CH:11]=[C:12]([CH:15]=[CH:16][CH:17]=1)[CH2:13][NH:14][C:18](=[O:20])[CH3:19], predict the reactants needed to synthesize it. (3) Given the product [NH2:44][C:40]1[N:39]=[CH:38][N:37]=[C:36]2[C:41]=1[N:42]=[CH:43][N:35]2[C@H:27]1[C@H:28]2[C@H:29]([O:30][C:31]([CH3:33])([CH3:34])[O:32]2)[C@@H:25]([CH2:24][NH:23][CH2:21][CH2:20][C@H:12]([NH:11][C:9](=[O:10])[O:8][CH2:1][C:2]2[CH:3]=[CH:4][CH:5]=[CH:6][CH:7]=2)[C:13]([O:15][C:16]([CH3:17])([CH3:18])[CH3:19])=[O:14])[O:26]1, predict the reactants needed to synthesize it. The reactants are: [CH2:1]([O:8][C:9]([NH:11][C@@H:12]([CH2:20][CH:21]=O)[C:13]([O:15][C:16]([CH3:19])([CH3:18])[CH3:17])=[O:14])=[O:10])[C:2]1[CH:7]=[CH:6][CH:5]=[CH:4][CH:3]=1.[NH2:23][CH2:24][C@@H:25]1[C@H:29]2[O:30][C:31]([CH3:34])([CH3:33])[O:32][C@H:28]2[C@H:27]([N:35]2[CH:43]=[N:42][C:41]3[C:36]2=[N:37][CH:38]=[N:39][C:40]=3[NH2:44])[O:26]1.C(O[BH-](OC(=O)C)OC(=O)C)(=O)C.[Na+]. (4) Given the product [Br:25][C:23]1[CH:24]=[C:16]2[C:17]([C:18]([OH:19])=[N:20][C:3]([C:2]([F:13])([F:1])[C:6]3[CH:11]=[CH:10][C:9]([F:12])=[CH:8][N:7]=3)=[N:15]2)=[CH:21][CH:22]=1, predict the reactants needed to synthesize it. The reactants are: [F:1][C:2]([F:13])([C:6]1[CH:11]=[CH:10][C:9]([F:12])=[CH:8][N:7]=1)[C:3]([O-])=O.[Na+].[NH2:15][C:16]1[CH:24]=[C:23]([Br:25])[CH:22]=[CH:21][C:17]=1[C:18]([NH2:20])=[O:19].C[Si](OP(=O)=O)(C)C.CCOC(C)=O. (5) Given the product [Cl:49][C:50]1[CH:68]=[CH:67][C:53]2[NH:54][C:55]([C@@H:57]([NH:66][C:5](=[O:7])[C:4]3[CH:8]=[CH:9][C:10]([C:11]([N:13]4[CH2:17][CH2:16][CH2:15][CH2:14]4)=[O:12])=[C:2]([CH3:1])[CH:3]=3)[CH2:58][CH2:59][C:60]3[CH:65]=[CH:64][N:63]=[CH:62][CH:61]=3)=[N:56][C:52]=2[CH:51]=1, predict the reactants needed to synthesize it. The reactants are: [CH3:1][C:2]1[CH:3]=[C:4]([CH:8]=[CH:9][C:10]=1[C:11]([N:13]1[CH2:17][CH2:16][CH2:15][CH2:14]1)=[O:12])[C:5]([OH:7])=O.CN(C(ON1N=NC2C=CC=CC1=2)=[N+](C)C)C.[B-](F)(F)(F)F.C(N(C(C)C)CC)(C)C.[Cl:49][C:50]1[CH:68]=[CH:67][C:53]2[NH:54][C:55]([C@@H:57]([NH2:66])[CH2:58][CH2:59][C:60]3[CH:65]=[CH:64][N:63]=[CH:62][CH:61]=3)=[N:56][C:52]=2[CH:51]=1.ClCl.